This data is from NCI-60 drug combinations with 297,098 pairs across 59 cell lines. The task is: Regression. Given two drug SMILES strings and cell line genomic features, predict the synergy score measuring deviation from expected non-interaction effect. (1) Drug 1: C1=CC(=C2C(=C1NCCNCCO)C(=O)C3=C(C=CC(=C3C2=O)O)O)NCCNCCO. Drug 2: CC1OCC2C(O1)C(C(C(O2)OC3C4COC(=O)C4C(C5=CC6=C(C=C35)OCO6)C7=CC(=C(C(=C7)OC)O)OC)O)O. Cell line: MOLT-4. Synergy scores: CSS=97.9, Synergy_ZIP=5.10, Synergy_Bliss=4.91, Synergy_Loewe=3.12, Synergy_HSA=7.78. (2) Drug 1: CC(C1=C(C=CC(=C1Cl)F)Cl)OC2=C(N=CC(=C2)C3=CN(N=C3)C4CCNCC4)N. Drug 2: C1C(C(OC1N2C=NC3=C(N=C(N=C32)Cl)N)CO)O. Cell line: HCT-15. Synergy scores: CSS=10.4, Synergy_ZIP=-0.977, Synergy_Bliss=0.783, Synergy_Loewe=-4.48, Synergy_HSA=-0.00121.